Dataset: Full USPTO retrosynthesis dataset with 1.9M reactions from patents (1976-2016). Task: Predict the reactants needed to synthesize the given product. (1) Given the product [CH3:20][C:16]1[S:15][C:10]([C:2]2[N:1]=[CH:6][CH:5]=[CH:4][N:3]=2)=[N:9][C:17]=1[OH:18], predict the reactants needed to synthesize it. The reactants are: [N:1]1[CH:6]=[C:5](C#N)[CH:4]=[N:3][CH:2]=1.[N:9]1C=CC=C[CH:10]=1.[SH:15][CH:16]([CH3:20])[C:17](O)=[O:18]. (2) The reactants are: [NH:1]1[CH2:6][CH2:5][CH:4]([NH:7][C:8](=[O:14])[O:9][C:10]([CH3:13])([CH3:12])[CH3:11])[CH2:3][CH2:2]1.Br[CH2:16][CH2:17][OH:18].C(N(CC)CC)C.ClCCl.CO. Given the product [OH:18][CH2:17][CH2:16][N:1]1[CH2:2][CH2:3][CH:4]([NH:7][C:8](=[O:14])[O:9][C:10]([CH3:11])([CH3:13])[CH3:12])[CH2:5][CH2:6]1, predict the reactants needed to synthesize it. (3) Given the product [C:1]([O:5][C:6]([N:8]1[CH2:13][CH2:12][CH:11]([O:14][C:15]2[CH:20]=[C:19]([NH:25][C:24]3[CH:26]=[CH:27][C:28]([S:30]([CH3:33])(=[O:32])=[O:31])=[CH:29][C:23]=3[F:22])[N:18]=[CH:17][N:16]=2)[CH2:10][CH2:9]1)=[O:7])([CH3:4])([CH3:3])[CH3:2], predict the reactants needed to synthesize it. The reactants are: [C:1]([O:5][C:6]([N:8]1[CH2:13][CH2:12][CH:11]([O:14][C:15]2[CH:20]=[C:19](Cl)[N:18]=[CH:17][N:16]=2)[CH2:10][CH2:9]1)=[O:7])([CH3:4])([CH3:3])[CH3:2].[F:22][C:23]1[CH:29]=[C:28]([S:30]([CH3:33])(=[O:32])=[O:31])[CH:27]=[CH:26][C:24]=1[NH2:25].CC(C)([O-])C.[Na+]. (4) Given the product [F:21][C:11]1[C:12]([O:19][CH3:20])=[CH:13][C:14]([O:17][CH3:18])=[C:15]([F:16])[C:10]=1[NH:9][CH2:8][C:7]1[C:2]([NH:88][C:87]2[CH:89]=[CH:90][CH:91]=[CH:92][C:86]=2[F:85])=[C:3]([CH3:32])[C:4]([NH:22][CH2:23][C:24]2[CH:29]=[CH:28][C:27]([O:30][CH3:31])=[CH:26][CH:25]=2)=[N:5][CH:6]=1, predict the reactants needed to synthesize it. The reactants are: Cl[C:2]1[C:7]([CH2:8][NH:9][C:10]2[C:15]([F:16])=[C:14]([O:17][CH3:18])[CH:13]=[C:12]([O:19][CH3:20])[C:11]=2[F:21])=[CH:6][N:5]=[C:4]([NH:22][CH2:23][C:24]2[CH:29]=[CH:28][C:27]([O:30][CH3:31])=[CH:26][CH:25]=2)[C:3]=1[CH3:32].C1C=CC(P(C2C=CC3C(=CC=CC=3)C=2C2C3C(=CC=CC=3)C=CC=2P(C2C=CC=CC=2)C2C=CC=CC=2)C2C=CC=CC=2)=CC=1.C(=O)([O-])[O-].[Cs+].[Cs+].[F:85][C:86]1[CH:92]=[CH:91][CH:90]=[CH:89][C:87]=1[NH2:88]. (5) Given the product [CH3:1][N:2]1[CH:6]=[C:5]([C:7]2[CH:8]=[C:9]3[C:14](=[CH:15][CH:16]=2)[N:13]([C:17]2[C:21]4[CH2:22][N:23]([C:33]5[S:34][CH:35]=[N:36][N:37]=5)[CH2:24][CH2:25][C:20]=4[N:19]([CH:26]4[CH2:31][CH2:30][O:29][CH2:28][CH2:27]4)[N:18]=2)[CH2:12][CH2:11][CH2:10]3)[CH:4]=[N:3]1, predict the reactants needed to synthesize it. The reactants are: [CH3:1][N:2]1[CH:6]=[C:5]([C:7]2[CH:8]=[C:9]3[C:14](=[CH:15][CH:16]=2)[N:13]([C:17]2[C:21]4[CH2:22][NH:23][CH2:24][CH2:25][C:20]=4[N:19]([CH:26]4[CH2:31][CH2:30][O:29][CH2:28][CH2:27]4)[N:18]=2)[CH2:12][CH2:11][CH2:10]3)[CH:4]=[N:3]1.Br[C:33]1[S:34][CH:35]=[N:36][N:37]=1.C(O[Na])(C)(C)C.O1CCOCC1.